This data is from Full USPTO retrosynthesis dataset with 1.9M reactions from patents (1976-2016). The task is: Predict the reactants needed to synthesize the given product. (1) Given the product [Br:1][C:2]1[CH:3]=[CH:4][C:5]2[C:11]3[N:12]=[C:13]([N:15]4[C:19]([CH3:21])([CH3:20])[CH2:18][N:17]([CH3:26])[C:16]4=[O:22])[S:14][C:10]=3[CH2:9][CH2:8][O:7][C:6]=2[CH:23]=1, predict the reactants needed to synthesize it. The reactants are: [Br:1][C:2]1[CH:3]=[CH:4][C:5]2[C:11]3[N:12]=[C:13]([N:15]4[C:19]([CH3:21])([CH3:20])[CH2:18][NH:17][C:16]4=[O:22])[S:14][C:10]=3[CH2:9][CH2:8][O:7][C:6]=2[CH:23]=1.[H-].[Na+].[CH3:26]I.Cl. (2) The reactants are: [NH:1]1[CH2:4][CH:3]([OH:5])[CH2:2]1.C(N(CC)CC)C.[C:13](O[C:13]([O:15][C:16]([CH3:19])([CH3:18])[CH3:17])=[O:14])([O:15][C:16]([CH3:19])([CH3:18])[CH3:17])=[O:14]. Given the product [C:16]([O:15][C:13]([N:1]1[CH2:4][CH:3]([OH:5])[CH2:2]1)=[O:14])([CH3:19])([CH3:18])[CH3:17], predict the reactants needed to synthesize it. (3) The reactants are: [Cl:1][CH2:2][C:3]1[N:12]([CH2:13][CH2:14][CH3:15])[C:11](=[O:16])[C:10]2[C:5](=[C:6]([OH:19])[C:7]([Cl:18])=[CH:8][C:9]=2[Cl:17])[N:4]=1.[CH3:20][NH2:21]. Given the product [ClH:1].[Cl:17][C:9]1[CH:8]=[C:7]([Cl:18])[C:6]([OH:19])=[C:5]2[C:10]=1[C:11](=[O:16])[N:12]([CH2:13][CH2:14][CH3:15])[C:3]([CH2:2][NH:21][CH3:20])=[N:4]2, predict the reactants needed to synthesize it. (4) Given the product [Br:36][C:16]1[C:15]2[N:14]([C:18]([O:20][C:21]([CH3:24])([CH3:23])[CH3:22])=[O:19])[CH:13]3[CH2:25][CH2:26][N:27]([C:29]([O:31][C:32]([CH3:35])([CH3:34])[CH3:33])=[O:30])[CH2:28][CH:12]3[C:11]=2[CH:10]=[C:9]([C:3]2[CH:4]=[CH:5][C:6]([Cl:8])=[CH:7][C:2]=2[Cl:1])[CH:17]=1, predict the reactants needed to synthesize it. The reactants are: [Cl:1][C:2]1[CH:7]=[C:6]([Cl:8])[CH:5]=[CH:4][C:3]=1[C:9]1[CH:17]=[CH:16][C:15]2[N:14]([C:18]([O:20][C:21]([CH3:24])([CH3:23])[CH3:22])=[O:19])[CH:13]3[CH2:25][CH2:26][N:27]([C:29]([O:31][C:32]([CH3:35])([CH3:34])[CH3:33])=[O:30])[CH2:28][CH:12]3[C:11]=2[CH:10]=1.[Br:36]N1C(=O)CCC1=O. (5) The reactants are: [Cl-].[Cl-].[Cl-].[Al+3].[Br:5][C:6]1[CH:7]=[C:8]2[CH:14]=[CH:13][NH:12][C:9]2=[N:10][CH:11]=1.[C:15](Cl)(=[O:17])[CH3:16]. Given the product [Br:5][C:6]1[CH:7]=[C:8]2[C:14]([C:15](=[O:17])[CH3:16])=[CH:13][NH:12][C:9]2=[N:10][CH:11]=1, predict the reactants needed to synthesize it. (6) Given the product [Cl:1][C:2]1[CH:7]=[CH:6][C:5]([NH:8][C:9]([NH:11][C:12]2[CH:17]=[CH:16][CH:15]=[C:14]([C:18]3[CH:23]=[CH:22][CH:21]=[C:20]([N:24]4[CH2:28][CH2:27][CH2:26][CH2:25]4)[N:19]=3)[CH:13]=2)=[O:10])=[C:4]([CH2:29][CH2:30][CH2:31][CH2:32][OH:33])[CH:3]=1, predict the reactants needed to synthesize it. The reactants are: [Cl:1][C:2]1[CH:7]=[CH:6][C:5]([NH:8][C:9]([NH:11][C:12]2[CH:17]=[CH:16][CH:15]=[C:14]([C:18]3[CH:23]=[CH:22][CH:21]=[C:20]([N:24]4[CH2:28][CH2:27][CH2:26][CH2:25]4)[N:19]=3)[CH:13]=2)=[O:10])=[C:4]([C:29]#[C:30][CH2:31][CH2:32][OH:33])[CH:3]=1.ClC1C=CC(NC(NC2C=CC=C(C3C=CC=C(N4CCCC4)N=3)C=2)=O)=C(CCCCOC2CCCCO2)C=1.O.C1(C)C=CC(S(O)(=O)=O)=CC=1. (7) Given the product [CH3:45][O:44][C:42](=[O:43])[CH2:41][O:27][C:10]1[CH:9]=[CH:8][C:7]([F:28])=[C:6]2[C:11]=1[C:12]([CH3:26])=[C:13]([CH2:14][C:15]1[CH:20]=[CH:19][C:18]([N:21]3[CH:25]=[CH:24][CH:23]=[N:22]3)=[CH:17][CH:16]=1)[C:4]([CH:1]1[CH2:2][CH2:3]1)=[N:5]2, predict the reactants needed to synthesize it. The reactants are: [CH:1]1([C:4]2[C:13]([CH2:14][C:15]3[CH:20]=[CH:19][C:18]([N:21]4[CH:25]=[CH:24][CH:23]=[N:22]4)=[CH:17][CH:16]=3)=[C:12]([CH3:26])[C:11]3[C:10]([OH:27])=[CH:9][CH:8]=[C:7]([F:28])[C:6]=3[N:5]=2)[CH2:3][CH2:2]1.C(=O)([O-])[O-].[K+].[K+].CN(C)C=O.Br[CH2:41][C:42]([O:44][CH3:45])=[O:43]. (8) The reactants are: [F:1][C:2]([F:12])([F:11])[O:3][C:4]1[CH:9]=[CH:8][CH:7]=[CH:6][C:5]=1[OH:10].[CH3:13]I. Given the product [F:1][C:2]([F:11])([F:12])[O:3][C:4]1[CH:9]=[CH:8][CH:7]=[CH:6][C:5]=1[O:10][CH3:13], predict the reactants needed to synthesize it.